This data is from Forward reaction prediction with 1.9M reactions from USPTO patents (1976-2016). The task is: Predict the product of the given reaction. (1) Given the reactants CCN(C(C)C)C(C)C.[OH:10][C:11]1[CH:12]=[CH:13][CH:14]=[C:15]2[C:20]=1[O:19][C:18](=[O:21])[C:17]([C:22]([OH:24])=O)=[CH:16]2.CN(C(ON1N=NC2C=CC=NC1=2)=[N+](C)C)C.F[P-](F)(F)(F)(F)F.[CH:49]1[C:58]2[C:53](=[CH:54][CH:55]=[CH:56][CH:57]=2)[CH:52]=[CH:51][C:50]=1[C:59]1[CH:60]=[C:61]([NH2:65])[CH:62]=[CH:63][CH:64]=1, predict the reaction product. The product is: [CH:49]1[C:58]2[C:53](=[CH:54][CH:55]=[CH:56][CH:57]=2)[CH:52]=[CH:51][C:50]=1[C:59]1[CH:60]=[C:61]([NH:65][C:22]([C:17]2[C:18](=[O:21])[O:19][C:20]3[C:15]([CH:16]=2)=[CH:14][CH:13]=[CH:12][C:11]=3[OH:10])=[O:24])[CH:62]=[CH:63][CH:64]=1. (2) The product is: [N:25]([CH2:19][C@@H:17]1[O:16][C:15](=[O:24])[N:14]([C:4]2[CH:5]=[CH:6][C:7]([N:8]3[CH:12]=[C:11]([CH3:13])[N:10]=[N:9]3)=[C:2]([F:1])[CH:3]=2)[CH2:18]1)=[N+:26]=[N-:27]. Given the reactants [F:1][C:2]1[CH:3]=[C:4]([N:14]2[CH2:18][C@H:17]([CH2:19]S(C)(=O)=O)[O:16][C:15]2=[O:24])[CH:5]=[CH:6][C:7]=1[N:8]1[CH:12]=[C:11]([CH3:13])[N:10]=[N:9]1.[N-:25]=[N+:26]=[N-:27].[Na+], predict the reaction product. (3) Given the reactants [F:1][C:2]1[CH:3]=[C:4]([C@H:10]2[CH2:14][O:13][C:12](=[O:15])[NH:11]2)[C:5]([O:8][CH3:9])=[N:6][CH:7]=1.[H-].[Na+].Cl[C:19]1[CH:24]=[CH:23][N:22]2[N:25]=[CH:26][C:27]([C:28]([NH:30][CH2:31][CH2:32][Cl:33])=[O:29])=[C:21]2[N:20]=1.[NH4+].[Cl-], predict the reaction product. The product is: [Cl:33][CH2:32][CH2:31][NH:30][C:28]([C:27]1[CH:26]=[N:25][N:22]2[CH:23]=[CH:24][C:19]([N:11]3[C@@H:10]([C:4]4[C:5]([O:8][CH3:9])=[N:6][CH:7]=[C:2]([F:1])[CH:3]=4)[CH2:14][O:13][C:12]3=[O:15])=[N:20][C:21]=12)=[O:29]. (4) Given the reactants [NH:1]([C:3]1[CH:4]=[C:5]2[C:10](=[CH:11][CH:12]=1)[NH:9][C:8](=[O:13])[CH2:7][CH2:6]2)[NH2:2].[CH:14]1([C:19](=O)[CH2:20][C:21]#[N:22])[CH2:18][CH2:17][CH2:16][CH2:15]1, predict the reaction product. The product is: [NH2:22][C:21]1[N:1]([C:3]2[CH:4]=[C:5]3[C:10](=[CH:11][CH:12]=2)[NH:9][C:8](=[O:13])[CH2:7][CH2:6]3)[N:2]=[C:19]([CH:14]2[CH2:18][CH2:17][CH2:16][CH2:15]2)[CH:20]=1. (5) Given the reactants [Cl:1][C:2]1[N:3]=[C:4]([N:18]2[CH2:23][CH2:22][O:21][CH2:20][CH2:19]2)[C:5]2[S:10][C:9]([C:11]3[CH:12]=[C:13]([NH2:17])[CH:14]=[CH:15][CH:16]=3)=[CH:8][C:6]=2[N:7]=1.[C:24](O)(=[O:28])[C@H:25]([CH3:27])[OH:26], predict the reaction product. The product is: [Cl:1][C:2]1[N:3]=[C:4]([N:18]2[CH2:23][CH2:22][O:21][CH2:20][CH2:19]2)[C:5]2[S:10][C:9]([C:11]3[CH:12]=[C:13]([NH:17][C:24](=[O:28])[C@@H:25]([OH:26])[CH3:27])[CH:14]=[CH:15][CH:16]=3)=[CH:8][C:6]=2[N:7]=1.